From a dataset of Catalyst prediction with 721,799 reactions and 888 catalyst types from USPTO. Predict which catalyst facilitates the given reaction. (1) Product: [NH2:1][C@:2]([C:11]1[O:15][C:14]([C:16]2[CH:21]=[C:20]([NH:22][CH2:23][C@H:24]3[CH2:26][C@@H:25]3[CH3:27])[N:19]=[C:18]([N:28]([CH3:33])[S:29]([CH3:32])(=[O:30])=[O:31])[C:17]=2[Cl:41])=[N:13][CH:12]=1)([CH3:10])[CH2:3][C:4]1[CH:5]=[CH:6][CH:7]=[CH:8][CH:9]=1. Reactant: [NH2:1][C@:2]([C:11]1[O:15][C:14]([C:16]2[CH:21]=[C:20]([NH:22][CH2:23][C@H:24]3[CH2:26][C@@H:25]3[CH3:27])[N:19]=[C:18]([N:28]([CH3:33])[S:29]([CH3:32])(=[O:31])=[O:30])[CH:17]=2)=[N:13][CH:12]=1)([CH3:10])[CH2:3][C:4]1[CH:9]=[CH:8][CH:7]=[CH:6][CH:5]=1.C1C(=O)N([Cl:41])C(=O)C1. The catalyst class is: 2. (2) Reactant: [Br:1][C:2]1[CH:7]=[CH:6][C:5]([C:8](=[O:13])[CH2:9][CH2:10][CH2:11][Cl:12])=[CH:4][CH:3]=1.[BH4-].[Na+].Cl. Product: [Br:1][C:2]1[CH:3]=[CH:4][C:5]([CH:8]([OH:13])[CH2:9][CH2:10][CH2:11][Cl:12])=[CH:6][CH:7]=1. The catalyst class is: 5. (3) Reactant: [C:1]([O:5][C:6]([NH:8][CH2:9][C@H:10]1[CH2:15][CH2:14][C@H:13]([C:16]([NH:18][C@H:19]([C:37](=[O:50])[NH:38][C:39]2[CH:44]=[CH:43][C:42]([C:45]3[NH:49][N:48]=[N:47][N:46]=3)=[CH:41][CH:40]=2)[CH2:20][C:21]2[CH:26]=[CH:25][C:24]([C:27]3[C:28]([CH3:36])=[CH:29][C:30]([C:33](O)=[O:34])=[N:31][CH:32]=3)=[CH:23][CH:22]=2)=[O:17])[CH2:12][CH2:11]1)=[O:7])([CH3:4])([CH3:3])[CH3:2].[NH2:51][CH:52]1[CH2:57][CH2:56][N:55]([C:58]([O:60][C:61]([CH3:64])([CH3:63])[CH3:62])=[O:59])[CH2:54][CH:53]1[F:65].C(N(CC)C(C)C)(C)C.F[P-](F)(F)(F)(F)F.CN(C(ON1C2=NC=CC=C2N=N1)=[N+](C)C)C. Product: [C:1]([O:5][C:6]([NH:8][CH2:9][C@H:10]1[CH2:15][CH2:14][C@H:13]([C:16]([NH:18][C@H:19]([C:37](=[O:50])[NH:38][C:39]2[CH:40]=[CH:41][C:42]([C:45]3[NH:49][N:48]=[N:47][N:46]=3)=[CH:43][CH:44]=2)[CH2:20][C:21]2[CH:22]=[CH:23][C:24]([C:27]3[C:28]([CH3:36])=[CH:29][C:30]([C:33]([NH:51][CH:52]4[CH2:57][CH2:56][N:55]([C:58]([O:60][C:61]([CH3:62])([CH3:64])[CH3:63])=[O:59])[CH2:54][CH:53]4[F:65])=[O:34])=[N:31][CH:32]=3)=[CH:25][CH:26]=2)=[O:17])[CH2:12][CH2:11]1)=[O:7])([CH3:4])([CH3:2])[CH3:3]. The catalyst class is: 9. (4) Reactant: [O:1]=[C:2]1[CH2:6][CH2:5][C:4](=[O:7])[N:3]1[C:8]1[CH:9]=[CH:10][CH:11]=[C:12]2[C:17]=1[N:16]([CH2:18][C:19]1[CH:23]=[CH:22][S:21][CH:20]=1)[C:15](=[O:24])[CH:14]([NH:25][C:26](=[O:46])[C@H:27]([NH:32][C:33](=[O:45])[C:34]([NH:37]C(=O)OC(C)(C)C)([CH3:36])[CH3:35])[CH2:28][CH:29]([CH3:31])[CH3:30])[CH2:13]2.Cl.C(=O)(O)[O-].[Na+]. Product: [NH2:37][C:34]([CH3:35])([CH3:36])[C:33]([NH:32][C@H:27]([CH2:28][CH:29]([CH3:30])[CH3:31])[C:26]([NH:25][CH:14]1[CH2:13][C:12]2[C:17](=[C:8]([N:3]3[C:2](=[O:1])[CH2:6][CH2:5][C:4]3=[O:7])[CH:9]=[CH:10][CH:11]=2)[N:16]([CH2:18][C:19]2[CH:23]=[CH:22][S:21][CH:20]=2)[C:15]1=[O:24])=[O:46])=[O:45]. The catalyst class is: 13. (5) Reactant: [CH2:1](N(CC(O)=O)CC(O)=O)[CH2:2][N:3](CC(O)=O)CC(O)=O.ClCC(O)=O.S([O-])([O:29][CH2:30][CH2:31][CH2:32][CH2:33][CH2:34][CH2:35]CC)(=O)=O.[Na+].[C:40](#[N:42])[CH3:41]. Product: [CH:31]1[C:30]([OH:29])=[CH:35][C:34]2[C:41]([CH2:1][CH2:2][NH2:3])=[CH:40][NH:42][C:33]=2[CH:32]=1. The catalyst class is: 7. (6) Reactant: C[O:2][C:3]1[N:8]=[C:7](S(C)(=O)=O)[N:6]=[C:5]([C:13]2[C:21]3[C:16](=[N:17][CH:18]=[CH:19][CH:20]=3)[N:15](S(C3C=CC=CC=3)(=O)=O)[CH:14]=2)[CH:4]=1.[C:31]1([Mg]Br)[CH:36]=[CH:35][CH:34]=[CH:33][CH:32]=1.C(OCC)C.[OH-].[Na+].Cl. Product: [C:31]1([C:7]2[NH:8][C:3](=[O:2])[CH:4]=[C:5]([C:13]3[C:21]4[C:16](=[N:17][CH:18]=[CH:19][CH:20]=4)[NH:15][CH:14]=3)[N:6]=2)[CH:36]=[CH:35][CH:34]=[CH:33][CH:32]=1. The catalyst class is: 57.